This data is from Reaction yield outcomes from USPTO patents with 853,638 reactions. The task is: Predict the reaction yield, written as a fraction of the theoretical maximum amount of product (1.0 means a 100% yield; for example, 0.34 means a 34% yield). (1) The yield is 0.996. The catalyst is O. The product is [Cl:1][C:2]1[CH:7]=[CH:6][C:5]([S:8][CH2:14][C:13]2[CH:16]=[C:17]([F:20])[CH:18]=[CH:19][C:12]=2[F:11])=[CH:4][CH:3]=1. The reactants are [Cl:1][C:2]1[CH:7]=[CH:6][C:5]([SH:8])=[CH:4][CH:3]=1.[OH-].[Na+].[F:11][C:12]1[CH:19]=[CH:18][C:17]([F:20])=[CH:16][C:13]=1[CH2:14]Br. (2) The reactants are O[C:2]1[CH:3]=[N:4][CH:5]=[CH:6][C:7]=1[NH:8][C:9]([C:11]1[S:12][C:13]([N+:16]([O-:18])=[O:17])=[CH:14][CH:15]=1)=[O:10].O=P12OP3(OP(OP(O3)(O1)=O)(=O)O2)=O.CC1C=CC(C)=CC=1. The catalyst is N1C=CC=CC=1. The product is [N+:16]([C:13]1[S:12][C:11]([C:9]2[O:10][C:2]3[CH:3]=[N:4][CH:5]=[CH:6][C:7]=3[N:8]=2)=[CH:15][CH:14]=1)([O-:18])=[O:17]. The yield is 0.170.